From a dataset of Full USPTO retrosynthesis dataset with 1.9M reactions from patents (1976-2016). Predict the reactants needed to synthesize the given product. (1) Given the product [CH:29]1([CH:16]2[N:12]3[CH:13]=[CH:14][N:15]=[C:10]([NH2:1])[C:11]3=[C:18]([C:19]3[CH:28]=[C:27]4[C:22]([CH:23]=[CH:24][C:25]([C:6]5[CH:8]=[CH:36][CH:35]=[CH:34][CH:5]=5)=[N:26]4)=[CH:21][CH:20]=3)[NH:17]2)[CH2:32][CH2:31][CH2:30]1, predict the reactants needed to synthesize it. The reactants are: [NH3:1].C(=O)=O.[CH3:5][C:6]([CH3:8])=O.Cl[C:10]1[C:11]2[N:12]([C:16]([CH:29]3[CH2:32][CH2:31][CH2:30]3)=[N:17][C:18]=2[C:19]2[CH:28]=[C:27]3[C:22]([CH:23]=[CH:24][CH:25]=[N:26]3)=[CH:21][CH:20]=2)[CH:13]=[CH:14][N:15]=1.N.[CH3:34][CH:35](O)[CH3:36]. (2) Given the product [CH3:13][C:14]1[N:18]=[C:17]([C@H:19]2[CH2:20][CH2:21][C@H:22]([N:25]3[C:30](=[O:31])[C:29]([CH2:32][C:33]4[CH:38]=[CH:37][C:36]([C:39]5[CH:44]=[CH:43][CH:42]=[CH:41][C:40]=5[C:45]5[NH:3][C:4](=[O:7])[O:5][N:46]=5)=[CH:35][CH:34]=4)=[C:28]([CH2:47][CH2:48][CH3:49])[N:27]4[N:50]=[CH:51][N:52]=[C:26]34)[CH2:23][CH2:24]2)[O:16][N:15]=1, predict the reactants needed to synthesize it. The reactants are: [Cl-].O[NH3+:3].[C:4](=[O:7])([O-])[OH:5].[Na+].CS(C)=O.[CH3:13][C:14]1[N:18]=[C:17]([C@H:19]2[CH2:24][CH2:23][C@H:22]([N:25]3[C:30](=[O:31])[C:29]([CH2:32][C:33]4[CH:38]=[CH:37][C:36]([C:39]5[C:40]([C:45]#[N:46])=[CH:41][CH:42]=[CH:43][CH:44]=5)=[CH:35][CH:34]=4)=[C:28]([CH2:47][CH2:48][CH3:49])[N:27]4[N:50]=[CH:51][N:52]=[C:26]34)[CH2:21][CH2:20]2)[O:16][N:15]=1. (3) Given the product [CH3:8][C:7]1[CH:6]=[CH:5][C:4]([NH:9][C:10](=[O:21])[C:11]2[CH:16]=[CH:15][CH:14]=[C:13]([C:17]([F:18])([F:19])[F:20])[CH:12]=2)=[CH:3][C:2]=1[O:1][C:23]1[CH:28]=[CH:27][C:26]([N+:29]([O-:31])=[O:30])=[CH:25][N:24]=1, predict the reactants needed to synthesize it. The reactants are: [OH:1][C:2]1[CH:3]=[C:4]([NH:9][C:10](=[O:21])[C:11]2[CH:16]=[CH:15][CH:14]=[C:13]([C:17]([F:20])([F:19])[F:18])[CH:12]=2)[CH:5]=[CH:6][C:7]=1[CH3:8].Cl[C:23]1[CH:28]=[CH:27][C:26]([N+:29]([O-:31])=[O:30])=[CH:25][N:24]=1.C(=O)([O-])[O-].[K+].[K+]. (4) Given the product [CH3:1][C:2]1[CH:3]=[C:4]([CH2:10][CH2:11][C:12](=[O:13])[C:14]2[S:21][C:20]([CH3:22])=[C:19]3[C:15]=2[CH2:16][C@H:17]2[C:23]([CH3:25])([CH3:24])[C@H:18]23)[CH:5]=[C:6]([CH3:9])[C:7]=1[O:8][CH2:27][C:28]([OH:30])=[O:29], predict the reactants needed to synthesize it. The reactants are: [CH3:1][C:2]1[CH:3]=[C:4]([CH2:10][CH2:11][C:12]([C:14]2[S:21][C:20]([CH3:22])=[C:19]3[C:15]=2[CH2:16][C@H:17]2[C:23]([CH3:25])([CH3:24])[C@H:18]23)=[O:13])[CH:5]=[C:6]([CH3:9])[C:7]=1[OH:8].Br[CH2:27][C:28]([OH:30])=[O:29].